From a dataset of NCI-60 drug combinations with 297,098 pairs across 59 cell lines. Regression. Given two drug SMILES strings and cell line genomic features, predict the synergy score measuring deviation from expected non-interaction effect. (1) Drug 1: C1CCC(C1)C(CC#N)N2C=C(C=N2)C3=C4C=CNC4=NC=N3. Drug 2: C(CCl)NC(=O)N(CCCl)N=O. Cell line: OVCAR-5. Synergy scores: CSS=-5.30, Synergy_ZIP=3.32, Synergy_Bliss=2.36, Synergy_Loewe=-2.76, Synergy_HSA=-2.48. (2) Drug 1: CN1C(=O)N2C=NC(=C2N=N1)C(=O)N. Drug 2: C1=CC=C(C(=C1)C(C2=CC=C(C=C2)Cl)C(Cl)Cl)Cl. Cell line: SNB-19. Synergy scores: CSS=-1.27, Synergy_ZIP=-1.10, Synergy_Bliss=-4.35, Synergy_Loewe=-5.50, Synergy_HSA=-4.52. (3) Drug 1: CN1C2=C(C=C(C=C2)N(CCCl)CCCl)N=C1CCCC(=O)O.Cl. Drug 2: CC(C)NC(=O)C1=CC=C(C=C1)CNNC.Cl. Cell line: PC-3. Synergy scores: CSS=2.39, Synergy_ZIP=-2.86, Synergy_Bliss=-3.54, Synergy_Loewe=-2.39, Synergy_HSA=-1.99. (4) Drug 1: C1=C(C(=O)NC(=O)N1)F. Drug 2: CN1C2=C(C=C(C=C2)N(CCCl)CCCl)N=C1CCCC(=O)O.Cl. Cell line: OVCAR-4. Synergy scores: CSS=40.5, Synergy_ZIP=-1.62, Synergy_Bliss=-7.85, Synergy_Loewe=-18.5, Synergy_HSA=-9.74.